This data is from Forward reaction prediction with 1.9M reactions from USPTO patents (1976-2016). The task is: Predict the product of the given reaction. (1) Given the reactants [Cl:1][C:2]1[C:3]([C:9]2[N:14]=[C:13]([N:15]([CH3:23])[CH2:16][CH:17]3[CH2:22][CH2:21][O:20][CH2:19][CH2:18]3)[CH:12]=[N:11][CH:10]=2)=[CH:4][C:5](F)=[N:6][CH:7]=1.C(OC(=O)[NH:30][CH2:31][C@H:32]1[CH2:37][CH2:36][C@H:35]([NH2:38])[CH2:34][CH2:33]1)(C)(C)C.Cl, predict the reaction product. The product is: [NH2:30][CH2:31][C@H:32]1[CH2:37][CH2:36][C@H:35]([NH:38][C:5]2[CH:4]=[C:3]([C:9]3[N:14]=[C:13]([N:15]([CH3:23])[CH2:16][CH:17]4[CH2:22][CH2:21][O:20][CH2:19][CH2:18]4)[CH:12]=[N:11][CH:10]=3)[C:2]([Cl:1])=[CH:7][N:6]=2)[CH2:34][CH2:33]1. (2) Given the reactants Cl[C:2]1[C:3]2[N:10]([CH3:11])[C:9]([Cl:12])=[CH:8][C:4]=2[N:5]=[CH:6][N:7]=1.[NH2:13][C:14]1[CH:32]=[CH:31][C:17]([O:18][C:19]2[CH:20]=[C:21]([NH:25][C:26]([CH:28]3[CH2:30][CH2:29]3)=[O:27])[CH:22]=[CH:23][CH:24]=2)=[C:16]([Cl:33])[CH:15]=1, predict the reaction product. The product is: [Cl:33][C:16]1[CH:15]=[C:14]([NH:13][C:2]2[C:3]3[N:10]([CH3:11])[C:9]([Cl:12])=[CH:8][C:4]=3[N:5]=[CH:6][N:7]=2)[CH:32]=[CH:31][C:17]=1[O:18][C:19]1[CH:20]=[C:21]([NH:25][C:26]([CH:28]2[CH2:30][CH2:29]2)=[O:27])[CH:22]=[CH:23][CH:24]=1. (3) Given the reactants Cl[C:2]1[CH:7]=[CH:6][C:5]([S:8]([NH2:11])(=[O:10])=[O:9])=[CH:4][CH:3]=1.[F:12][C:13]1[CH:18]=[C:17]([F:19])[CH:16]=[CH:15][C:14]=1B(O)O.C([O-])([O-])=O.[K+].[K+], predict the reaction product. The product is: [F:12][C:13]1[CH:18]=[C:17]([F:19])[CH:16]=[CH:15][C:14]=1[C:2]1[CH:7]=[CH:6][C:5]([S:8]([NH2:11])(=[O:10])=[O:9])=[CH:4][CH:3]=1. (4) Given the reactants CC1C=CC(S(O[CH2:12][CH:13]2[CH2:17][C:16]3[CH:18]=[C:19]([F:30])[CH:20]=[C:21]([C:22]4[C:27]([Cl:28])=[CH:26][CH:25]=[CH:24][C:23]=4[Cl:29])[C:15]=3[O:14]2)(=O)=O)=CC=1.[CH:31]1([NH2:35])[CH2:34][CH2:33][CH2:32]1, predict the reaction product. The product is: [Cl:29][C:23]1[CH:24]=[CH:25][CH:26]=[C:27]([Cl:28])[C:22]=1[C:21]1[C:15]2[O:14][CH:13]([CH2:12][NH:35][CH:31]3[CH2:34][CH2:33][CH2:32]3)[CH2:17][C:16]=2[CH:18]=[C:19]([F:30])[CH:20]=1. (5) Given the reactants C(Cl)(=O)C(Cl)=O.CS(C)=O.[F:11][C:12]([F:26])([F:25])[CH:13]([OH:24])[CH2:14][C:15]([CH3:23])([C:17]1[CH:22]=[CH:21][CH:20]=[CH:19][N:18]=1)[CH3:16].C(N(CC)CC)C, predict the reaction product. The product is: [F:26][C:12]([F:11])([F:25])[C:13](=[O:24])[CH2:14][C:15]([CH3:16])([C:17]1[CH:22]=[CH:21][CH:20]=[CH:19][N:18]=1)[CH3:23]. (6) Given the reactants [Br:1][C:2]1[C:3]([O:21][CH3:22])=[C:4]([C:10]([CH2:13][S:14][C:15]2[CH:20]=[CH:19][CH:18]=[CH:17][CH:16]=2)=[CH:11][CH:12]=1)[C:5]([O:7][CH2:8]C)=[O:6].BrC1C(OC)=C(C(CBr)=CC=1)[C:27](OC)=[O:28].COC1C=C(S)C=CC=1, predict the reaction product. The product is: [Br:1][C:2]1[C:3]([O:21][CH3:22])=[C:4]([C:10]([CH2:13][S:14][C:15]2[CH:20]=[CH:19][CH:18]=[C:17]([O:28][CH3:27])[CH:16]=2)=[CH:11][CH:12]=1)[C:5]([O:7][CH3:8])=[O:6]. (7) Given the reactants [C:1]([NH:5][S:6]([C:9]1[CH:14]=[CH:13][CH:12]=[CH:11][C:10]=1[C:15]1[CH:20]=[CH:19][C:18]([NH:21][C:22](=[O:37])[CH2:23][CH2:24][C:25]2[CH:30]=[CH:29][CH:28]=[C:27]([C:31]3[N:35]=C(C)O[N:32]=3)[CH:26]=2)=[CH:17][CH:16]=1)(=[O:8])=[O:7])([CH3:4])([CH3:3])[CH3:2].O.[C:39]([OH:42])(=[O:41])[CH3:40], predict the reaction product. The product is: [C:39]([OH:42])(=[O:41])[CH3:40].[C:1]([NH:5][S:6]([C:9]1[CH:14]=[CH:13][CH:12]=[CH:11][C:10]=1[C:15]1[CH:20]=[CH:19][C:18]([NH:21][C:22](=[O:37])[CH2:23][CH2:24][C:25]2[CH:30]=[CH:29][CH:28]=[C:27]([C:31](=[NH:32])[NH2:35])[CH:26]=2)=[CH:17][CH:16]=1)(=[O:8])=[O:7])([CH3:4])([CH3:2])[CH3:3].